Task: Predict the reactants needed to synthesize the given product.. Dataset: Full USPTO retrosynthesis dataset with 1.9M reactions from patents (1976-2016) (1) Given the product [CH:20]1[C:28]2[C:27]3[CH:29]=[CH:30][CH:31]=[CH:32][C:26]=3[O:25][C:24]=2[CH:23]=[CH:22][C:21]=1[CH2:33][N:1]1[CH:2]([C:10]2[C:11]([O:18][CH3:19])=[N:12][CH:13]=[CH:14][C:15]=2[O:16][CH3:17])[CH2:3][CH:4]([CH3:9])[C:5]1=[O:7], predict the reactants needed to synthesize it. The reactants are: [NH2:1][CH:2]([C:10]1[C:11]([O:18][CH3:19])=[N:12][CH:13]=[CH:14][C:15]=1[O:16][CH3:17])[CH2:3][CH:4]([CH3:9])[C:5]([O:7]C)=O.[CH:20]1[C:28]2[C:27]3[CH:29]=[CH:30][CH:31]=[CH:32][C:26]=3[O:25][C:24]=2[CH:23]=[CH:22][C:21]=1[CH:33]=O. (2) Given the product [F:11][CH2:15][CH2:16][C:17]1[CH:24]=[CH:23][C:20]([C:21]#[N:22])=[CH:19][CH:18]=1, predict the reactants needed to synthesize it. The reactants are: COCCN(S(F)(F)[F:11])CCOC.O[CH2:15][CH2:16][C:17]1[CH:24]=[CH:23][C:20]([C:21]#[N:22])=[CH:19][CH:18]=1. (3) Given the product [N+:23]([C:26]1[CH:31]=[CH:30][CH:29]=[CH:28][C:27]=1[S:32]([NH:1][CH2:2][CH2:3][CH2:4][CH2:5][CH2:6][CH2:7][NH:8][C:9](=[O:15])[O:10][C:11]([CH3:12])([CH3:14])[CH3:13])(=[O:34])=[O:33])([O-:25])=[O:24], predict the reactants needed to synthesize it. The reactants are: [NH2:1][CH2:2][CH2:3][CH2:4][CH2:5][CH2:6][CH2:7][NH:8][C:9](=[O:15])[O:10][C:11]([CH3:14])([CH3:13])[CH3:12].C(N(CC)CC)C.[N+:23]([C:26]1[CH:31]=[CH:30][CH:29]=[CH:28][C:27]=1[S:32](Cl)(=[O:34])=[O:33])([O-:25])=[O:24].C(OCC)(=O)C. (4) Given the product [CH3:26][C:27]1[C:31]([C:2]2[N:7]=[N:6][C:5]([C:8]3[C:16]4[C:11](=[N:12][CH:13]=[CH:14][CH:15]=4)[N:10]([CH2:17][C:18]4[CH:23]=[CH:22][CH:21]=[CH:20][C:19]=4[F:24])[N:9]=3)=[N:4][C:3]=2[NH2:25])=[C:30]([CH3:35])[O:29][N:28]=1, predict the reactants needed to synthesize it. The reactants are: Cl[C:2]1[N:7]=[N:6][C:5]([C:8]2[C:16]3[C:11](=[N:12][CH:13]=[CH:14][CH:15]=3)[N:10]([CH2:17][C:18]3[CH:23]=[CH:22][CH:21]=[CH:20][C:19]=3[F:24])[N:9]=2)=[N:4][C:3]=1[NH2:25].[CH3:26][C:27]1[C:31](B(O)O)=[C:30]([CH3:35])[O:29][N:28]=1.C(=O)([O-])[O-].[K+].[K+].C1(P(C2CCCCC2)C2CCCCC2)CCCCC1. (5) Given the product [Na+:51].[CH2:37]([C:33]1[CH:32]=[C:31]([NH:30][C:29]([C:12]2[N:11]([CH:40]([CH3:42])[CH3:41])[C:10]([CH:9]=[CH:8][C@@H:7]([OH:43])[CH2:6][C@@H:5]([OH:44])[CH2:4][C:3]([O-:45])=[O:2])=[C:14]([C:15]3[CH:16]=[CH:17][C:18]([F:21])=[CH:19][CH:20]=3)[C:13]=2[C:22]2[CH:23]=[CH:24][C:25]([F:28])=[CH:26][CH:27]=2)=[O:39])[CH:36]=[CH:35][CH:34]=1)[CH3:38], predict the reactants needed to synthesize it. The reactants are: C[O:2][C:3](=[O:45])[CH2:4][C@H:5]([OH:44])[CH2:6][C@H:7]([OH:43])[CH:8]=[CH:9][C:10]1[N:11]([CH:40]([CH3:42])[CH3:41])[C:12]([C:29](=[O:39])[NH:30][C:31]2[CH:36]=[CH:35][CH:34]=[C:33]([CH2:37][CH3:38])[CH:32]=2)=[C:13]([C:22]2[CH:27]=[CH:26][C:25]([F:28])=[CH:24][CH:23]=2)[C:14]=1[C:15]1[CH:20]=[CH:19][C:18]([F:21])=[CH:17][CH:16]=1.C(O)C.O.[OH-].[Na+:51]. (6) Given the product [C:27]([O:26][C:24]([N:21]1[CH2:22][CH2:23][CH:18]([CH2:17][N:14]2[CH2:15][CH2:16][NH:11][CH2:12][C:13]2=[O:31])[CH2:19][CH2:20]1)=[O:25])([CH3:30])([CH3:28])[CH3:29], predict the reactants needed to synthesize it. The reactants are: C(OC([N:11]1[CH2:16][CH2:15][N:14]([CH2:17][CH:18]2[CH2:23][CH2:22][N:21]([C:24]([O:26][C:27]([CH3:30])([CH3:29])[CH3:28])=[O:25])[CH2:20][CH2:19]2)[C:13](=[O:31])[CH2:12]1)=O)C1C=CC=CC=1. (7) Given the product [Cl:23][C:22]1[CH:21]=[CH:20][C:4]([O:5][C:6]2[C:11]([C:12]3[CH:17]=[CH:16][N:15]=[C:14]([NH:18][CH3:19])[CH:13]=3)=[CH:10][CH:9]=[CH:8][N:7]=2)=[CH:3][C:2]=1[NH:1][C:27](=[O:28])[C:26]1[CH:30]=[C:31]([C:34]([F:35])([F:36])[F:37])[CH:32]=[CH:33][C:25]=1[F:24], predict the reactants needed to synthesize it. The reactants are: [NH2:1][C:2]1[CH:3]=[C:4]([CH:20]=[CH:21][C:22]=1[Cl:23])[O:5][C:6]1[C:11]([C:12]2[CH:17]=[CH:16][N:15]=[C:14]([NH:18][CH3:19])[CH:13]=2)=[CH:10][CH:9]=[CH:8][N:7]=1.[F:24][C:25]1[CH:33]=[CH:32][C:31]([C:34]([F:37])([F:36])[F:35])=[CH:30][C:26]=1[C:27](Cl)=[O:28].C(N(CC)CC)C. (8) Given the product [F:15][C:12]([F:13])([F:14])[S:9]([O:8][C:18]1[CH:23]=[CH:22][C:21]([CH2:24][C@H:25]([NH:30][S:9]([C:12]([F:15])([F:14])[F:13])(=[O:10])=[O:8])[C:26]([O:28][CH3:29])=[O:27])=[CH:20][CH:19]=1)(=[O:10])=[O:11], predict the reactants needed to synthesize it. The reactants are: S([O:8][S:9]([C:12]([F:15])([F:14])[F:13])(=[O:11])=[O:10])(C(F)(F)F)(=O)=O.[Cl-].O[C:18]1[CH:23]=[CH:22][C:21]([CH2:24][C@H:25]([NH3+:30])[C:26]([O:28][CH3:29])=[O:27])=[CH:20][CH:19]=1.C(N(CC)CC)C.Cl. (9) Given the product [CH3:1][O:2][C:3](=[O:47])[CH2:4][C@H:5]([OH:46])[CH2:6][C@H:7]([OH:45])[CH:8]=[CH:9][C:10]1[N:11]([CH:42]([CH3:43])[CH3:44])[C:12]([C:29](=[O:41])[NH:30][C:31]2[CH:32]=[CH:33][C:34]([S:37](=[O:39])(=[O:40])[NH2:38])=[CH:35][CH:36]=2)=[C:13]([C:22]2[CH:27]=[CH:26][C:25]([F:28])=[CH:24][CH:23]=2)[C:14]=1[C:15]1[CH:20]=[CH:19][C:18]([F:21])=[CH:17][CH:16]=1, predict the reactants needed to synthesize it. The reactants are: [CH3:1][O:2][C:3](=[O:47])[CH2:4][C@H:5]([OH:46])[CH2:6][C:7](=[O:45])[CH:8]=[CH:9][C:10]1[N:11]([CH:42]([CH3:44])[CH3:43])[C:12]([C:29](=[O:41])[NH:30][C:31]2[CH:36]=[CH:35][C:34]([S:37](=[O:40])(=[O:39])[NH2:38])=[CH:33][CH:32]=2)=[C:13]([C:22]2[CH:27]=[CH:26][C:25]([F:28])=[CH:24][CH:23]=2)[C:14]=1[C:15]1[CH:20]=[CH:19][C:18]([F:21])=[CH:17][CH:16]=1.C(B(CC)OC)C.[BH4-].[Na+].